From a dataset of Full USPTO retrosynthesis dataset with 1.9M reactions from patents (1976-2016). Predict the reactants needed to synthesize the given product. Given the product [CH2:9]([O:8][Si:4]([O:5][CH2:6][CH3:7])([O:11][CH2:12][CH3:13])[O:3][CH2:1][CH2:2][CH2:14][CH2:15][CH2:16][CH2:17][CH2:18][CH3:19])[CH3:10], predict the reactants needed to synthesize it. The reactants are: [CH2:1]([O:3][Si:4]([O:11][CH2:12][CH3:13])([O:8][CH2:9][CH3:10])[O:5][CH2:6][CH3:7])[CH3:2].[CH2:14](O)[CH2:15][CH2:16][CH2:17][CH2:18][CH2:19]CC.